From a dataset of Forward reaction prediction with 1.9M reactions from USPTO patents (1976-2016). Predict the product of the given reaction. (1) Given the reactants [C:1]([C:5]1[CH:12]=[CH:11][C:8]([CH:9]=O)=[CH:7][CH:6]=1)([CH3:4])([CH3:3])[CH3:2].[Cl:13][C:14]1[CH:21]=[CH:20][C:17]([CH2:18][NH2:19])=[CH:16][CH:15]=1.C(O)(=O)C.C([BH3-])#N.[Na+], predict the reaction product. The product is: [C:1]([C:5]1[CH:12]=[CH:11][C:8]([CH2:9][NH:19][CH2:18][C:17]2[CH:20]=[CH:21][C:14]([Cl:13])=[CH:15][CH:16]=2)=[CH:7][CH:6]=1)([CH3:4])([CH3:3])[CH3:2]. (2) The product is: [F:21][C:22]1[CH:23]=[C:24]([N:37]2[CH2:41][C@H:40]([CH2:42][N:43]3[CH:47]=[CH:46][N:45]=[N:44]3)[O:39][C:38]2=[O:48])[CH:25]=[CH:26][C:27]=1[C:2]1[CH:3]=[CH:4][C:5]([C:8]2[CH2:12][C@@H:11]([CH2:13][O:14][CH2:15][CH2:16][NH:17][C:18](=[O:20])[CH3:19])[O:10][N:9]=2)=[N:6][CH:7]=1. Given the reactants Br[C:2]1[CH:3]=[CH:4][C:5]([C:8]2[CH2:12][C@@H:11]([CH2:13][O:14][CH2:15][CH2:16][NH:17][C:18](=[O:20])[CH3:19])[O:10][N:9]=2)=[N:6][CH:7]=1.[F:21][C:22]1[CH:23]=[C:24]([N:37]2[CH2:41][C@H:40]([CH2:42][N:43]3[CH:47]=[CH:46][N:45]=[N:44]3)[O:39][C:38]2=[O:48])[CH:25]=[CH:26][C:27]=1B1OC(C)(C)C(C)(C)O1.C(=O)([O-])[O-].[K+].[K+], predict the reaction product.